Task: Predict the reactants needed to synthesize the given product.. Dataset: Full USPTO retrosynthesis dataset with 1.9M reactions from patents (1976-2016) (1) Given the product [CH3:31][CH:30]([N:3]1[C:2](=[O:1])[C:7]([CH2:8][C:9]2[CH:10]=[CH:11][C:12]([C:15]3[C:16]([C:21]#[N:22])=[CH:17][CH:18]=[CH:19][CH:20]=3)=[CH:13][CH:14]=2)=[C:6]([CH2:23][CH2:24][CH3:25])[N:5]2[N:26]=[CH:27][N:28]=[C:4]12)[CH3:32], predict the reactants needed to synthesize it. The reactants are: [O:1]=[C:2]1[C:7]([CH2:8][C:9]2[CH:14]=[CH:13][C:12]([C:15]3[C:16]([C:21]#[N:22])=[CH:17][CH:18]=[CH:19][CH:20]=3)=[CH:11][CH:10]=2)=[C:6]([CH2:23][CH2:24][CH3:25])[N:5]2[N:26]=[CH:27][N:28]=[C:4]2[NH:3]1.I[CH:30]([CH3:32])[CH3:31].C(=O)([O-])[O-].[K+].[K+].CN(C)C(=O)C. (2) The reactants are: [CH:1]([C:3]1[S:7][C:6]([C:8]2[CH:16]=[CH:15][C:11]([C:12]([OH:14])=[O:13])=[CH:10][CH:9]=2)=[CH:5][CH:4]=1)=O.[S:17]1[CH:21]=[CH:20][CH:19]=[C:18]1[CH2:22][N:23]1[C:27](=[O:28])[CH2:26][S:25][C:24]1=[S:29]. Given the product [O:28]=[C:27]1[C:26](=[CH:1][C:3]2[S:7][C:6]([C:8]3[CH:16]=[CH:15][C:11]([C:12]([OH:14])=[O:13])=[CH:10][CH:9]=3)=[CH:5][CH:4]=2)[S:25][C:24](=[S:29])[N:23]1[CH2:22][C:18]1[S:17][CH:21]=[CH:20][CH:19]=1, predict the reactants needed to synthesize it. (3) The reactants are: [C:1]1([CH2:7][N:8]2[CH2:13][CH2:12][C:11](=O)[CH2:10][CH2:9]2)[CH:6]=[CH:5][CH:4]=[CH:3][CH:2]=1.[CH3:15][N:16]([CH3:26])[CH2:17][CH2:18][CH2:19][N:20]1[CH2:25][CH2:24][NH:23][CH2:22][CH2:21]1.C1(C)C=CC(S(O)(=O)=O)=CC=1.C(O)(=O)C.C(O[BH-](OC(=O)C)OC(=O)C)(=O)C.[Na+].C(=O)([O-])[O-].[K+].[K+]. Given the product [CH3:26][N:16]([CH3:15])[CH2:17][CH2:18][CH2:19][N:20]1[CH2:21][CH2:22][N:23]([CH:11]2[CH2:12][CH2:13][N:8]([CH2:7][C:1]3[CH:6]=[CH:5][CH:4]=[CH:3][CH:2]=3)[CH2:9][CH2:10]2)[CH2:24][CH2:25]1, predict the reactants needed to synthesize it. (4) Given the product [Cl:1][C:2]1[C:3]([CH3:35])=[N:4][O:5][C:6]=1[NH:7][S:8]([C:11]1[C:19]2[C:14](=[N:15][CH:16]=[CH:17][CH:18]=2)[S:13][C:12]=1[CH2:20][C:21]1[CH:26]=[CH:25][C:24]([CH3:27])=[CH:23][C:22]=1[CH3:28])(=[O:9])=[O:10], predict the reactants needed to synthesize it. The reactants are: [Cl:1][C:2]1[C:3]([CH3:35])=[N:4][O:5][C:6]=1[N:7](COCCOC)[S:8]([C:11]1[C:19]2[C:14](=[N:15][CH:16]=[CH:17][CH:18]=2)[S:13][C:12]=1[CH2:20][C:21]1[CH:26]=[CH:25][C:24]([CH3:27])=[CH:23][C:22]=1[CH3:28])(=[O:10])=[O:9].Cl. (5) Given the product [NH2:45][CH:40]1[CH2:41][CH2:42][CH2:43][CH2:44][CH:39]1[NH:46][C:2]1[C:7]2[N:8]=[C:9]([C:11]3[C:12]([NH:25][C@@H:26]4[CH2:31][CH2:30][CH2:29][N:28]([C:32]([O:34][C:35]([CH3:38])([CH3:37])[CH3:36])=[O:33])[CH2:27]4)=[N:13][C:14]([N:19]4[CH2:24][CH2:23][O:22][CH2:21][CH2:20]4)=[N:15][C:16]=3[O:17][CH3:18])[S:10][C:6]=2[CH:5]=[CH:4][CH:3]=1, predict the reactants needed to synthesize it. The reactants are: Cl[C:2]1[C:7]2[N:8]=[C:9]([C:11]3[C:12]([NH:25][C@@H:26]4[CH2:31][CH2:30][CH2:29][N:28]([C:32]([O:34][C:35]([CH3:38])([CH3:37])[CH3:36])=[O:33])[CH2:27]4)=[N:13][C:14]([N:19]4[CH2:24][CH2:23][O:22][CH2:21][CH2:20]4)=[N:15][C:16]=3[O:17][CH3:18])[S:10][C:6]=2[CH:5]=[CH:4][CH:3]=1.[CH:39]1([NH2:46])[CH2:44][CH2:43][CH2:42][CH2:41][CH:40]1[NH2:45]. (6) Given the product [ClH:40].[F:32][C:26]1[CH:27]=[C:28]([F:31])[CH:29]=[CH:30][C:25]=1[N:24]1[CH:20]([C:16]2[CH:15]=[C:14]([N:11]3[CH2:12][CH2:13][NH:8][CH2:9][CH2:10]3)[CH:19]=[CH:18][N:17]=2)[CH2:21][C:22]([C:33]([F:39])([F:38])[C:34]([F:35])([F:36])[F:37])=[N:23]1, predict the reactants needed to synthesize it. The reactants are: C([N:8]1[CH2:13][CH2:12][N:11]([C:14]2[CH:19]=[CH:18][N:17]=[C:16]([CH:20]3[N:24]([C:25]4[CH:30]=[CH:29][C:28]([F:31])=[CH:27][C:26]=4[F:32])[N:23]=[C:22]([C:33]([F:39])([F:38])[C:34]([F:37])([F:36])[F:35])[CH2:21]3)[CH:15]=2)[CH2:10][CH2:9]1)(OC(C)(C)C)=O.[ClH:40]. (7) Given the product [Cl:1][C:2]1[CH:7]=[C:6]2[C:5]([CH:8]([CH3:30])[CH:9]([CH3:29])[C:10]([OH:28])([C:24]([F:25])([F:27])[F:26])[CH:11]2[NH:12][C:13]2[CH:22]=[CH:21][CH:20]=[C:19]3[C:14]=2[CH:15]=[CH:16][O:17][C:18]3=[O:23])=[C:4]([OH:31])[C:3]=1[F:33], predict the reactants needed to synthesize it. The reactants are: [Cl:1][C:2]1[CH:7]=[CH:6][C:5]([CH:8]([CH3:30])[CH:9]([CH3:29])[C:10]([OH:28])([C:24]([F:27])([F:26])[F:25])[CH:11]=[N:12][C:13]2[CH:22]=[CH:21][CH:20]=[C:19]3[C:14]=2[CH:15]=[CH:16][O:17][C:18]3=[O:23])=[C:4]([O:31]C)[C:3]=1[F:33].ClC1C=CC(C(CC)CC(O)(C(F)(F)F)C=NC2C=CC=C3C=2C=COC3=O)=C(OC)C=1F.B(Br)(Br)Br. (8) Given the product [CH3:31][N:19]1[C:14]([CH:13]([O:21][N:22]=[C:23]2[CH2:28][CH2:27][NH:26][CH2:25][CH2:24]2)[S:10]([C:7]2[CH:8]=[CH:9][C:4]([O:3][C:2]([F:1])([F:29])[F:30])=[CH:5][CH:6]=2)(=[O:11])=[O:12])=[CH:15][CH:16]=[CH:17][C:18]1=[O:20], predict the reactants needed to synthesize it. The reactants are: [F:1][C:2]([F:30])([F:29])[O:3][C:4]1[CH:9]=[CH:8][C:7]([S:10]([CH:13]([O:21][N:22]=[C:23]2[CH2:28][CH2:27][NH:26][CH2:25][CH2:24]2)[C:14]2[NH:19][C:18](=[O:20])[CH:17]=[CH:16][CH:15]=2)(=[O:12])=[O:11])=[CH:6][CH:5]=1.[C:31]([O-])([O-])=O.[K+].[K+].IC. (9) Given the product [CH2:1]([O:8][C:9]([N:11]1[CH2:17][CH2:16][CH2:15][CH2:14][C:13]2[CH:18]=[C:19]([N:22]3[CH2:26][CH:25]([CH2:27][NH2:28])[O:24][C:23]3=[O:31])[CH:20]=[CH:21][C:12]1=2)=[O:10])[C:2]1[CH:7]=[CH:6][CH:5]=[CH:4][CH:3]=1, predict the reactants needed to synthesize it. The reactants are: [CH2:1]([O:8][C:9]([N:11]1[CH2:17][CH2:16][CH2:15][CH2:14][C:13]2[CH:18]=[C:19]([N:22]3[CH2:26][CH:25]([CH2:27][N:28]=[N+]=[N-])[O:24][C:23]3=[O:31])[CH:20]=[CH:21][C:12]1=2)=[O:10])[C:2]1[CH:7]=[CH:6][CH:5]=[CH:4][CH:3]=1.